This data is from Forward reaction prediction with 1.9M reactions from USPTO patents (1976-2016). The task is: Predict the product of the given reaction. Given the reactants [NH:1]1[C:9]2[C:4](=[CH:5][C:6]([NH:10][C:11]3[C:12]4[C:19]5[CH2:20][CH2:21][CH:22]([C:24]([O:26][CH2:27][CH3:28])=[O:25])[CH2:23][C:18]=5[S:17][C:13]=4[N:14]=[CH:15][N:16]=3)=[CH:7][CH:8]=2)[CH:3]=[N:2]1.NC1C=C2C(=CC=1[Cl:39])NN=C2.Cl.O1CCOCC1, predict the reaction product. The product is: [Cl:39][C:7]1[CH:8]=[C:9]2[C:4]([CH:3]=[N:2][NH:1]2)=[CH:5][C:6]=1[NH:10][C:11]1[C:12]2[C:19]3[CH2:20][CH2:21][CH:22]([C:24]([O:26][CH2:27][CH3:28])=[O:25])[CH2:23][C:18]=3[S:17][C:13]=2[N:14]=[CH:15][N:16]=1.